Dataset: Forward reaction prediction with 1.9M reactions from USPTO patents (1976-2016). Task: Predict the product of the given reaction. Given the reactants [CH3:1][O:2][C:3]1[CH:8]=[CH:7][C:6]([CH2:9][C:10]([OH:12])=O)=[CH:5][CH:4]=1.[O:13]1[CH:17]=[CH:16][N:15]=[C:14]1[C:18]1[S:19][CH:20]=[CH:21][C:22]=1[NH2:23], predict the reaction product. The product is: [CH3:1][O:2][C:3]1[CH:4]=[CH:5][C:6]([CH2:9][C:10]([NH:23][C:22]2[CH:21]=[CH:20][S:19][C:18]=2[C:14]2[O:13][CH:17]=[CH:16][N:15]=2)=[O:12])=[CH:7][CH:8]=1.